Dataset: Reaction yield outcomes from USPTO patents with 853,638 reactions. Task: Predict the reaction yield, written as a fraction of the theoretical maximum amount of product (1.0 means a 100% yield; for example, 0.34 means a 34% yield). (1) The reactants are [CH:1]([C:3]1[CH:8]=[CH:7][C:6]([N:9]2[CH:13]=[N:12][CH:11]=[N:10]2)=[CH:5][CH:4]=1)=[CH2:2].[Li][CH2:15]CCC.CI. The catalyst is C1COCC1. The product is [CH3:15][C:13]1[N:9]([C:6]2[CH:5]=[CH:4][C:3]([CH:1]=[CH2:2])=[CH:8][CH:7]=2)[N:10]=[CH:11][N:12]=1. The yield is 0.460. (2) The reactants are [Cl:1][C:2]1[CH:3]=[C:4]([CH2:9][CH2:10][C:11]([OH:13])=O)[CH:5]=[CH:6][C:7]=1[Cl:8].Cl.[CH3:15][NH:16][O:17][CH3:18].CCN=C=NCCCN(C)C.C1C=CC2N(O)N=NC=2C=1. The catalyst is C(Cl)Cl. The product is [Cl:1][C:2]1[CH:3]=[C:4]([CH2:9][CH2:10][C:11]([N:16]([O:17][CH3:18])[CH3:15])=[O:13])[CH:5]=[CH:6][C:7]=1[Cl:8]. The yield is 0.950. (3) The reactants are [CH:1]1([C@@H:6]2[NH:11][C:10](=[O:12])[C@H:9]([CH2:13][CH:14]([CH3:16])[CH3:15])[NH:8][CH2:7]2)[CH2:5][CH2:4][CH2:3][CH2:2]1.[F:17][C:18]1[CH:19]=[C:20]2[C:28](=[CH:29][CH:30]=1)[C:27]1[O:26][N:25]=[C:24]([C:31](O)=[O:32])[C:23]=1[CH2:22][CH2:21]2.C([C@@H]1N(C([C@@H]2C[C@H]2C2C=CC=CC=2)=O)C[C@H](CC(C)C)NC1=O)C(C)C. No catalyst specified. The product is [CH:1]1([C@@H:6]2[NH:11][C:10](=[O:12])[C@H:9]([CH2:13][CH:14]([CH3:16])[CH3:15])[N:8]([C:31]([C:24]3[C:23]4[CH2:22][CH2:21][C:20]5[C:28]([C:27]=4[O:26][N:25]=3)=[CH:29][CH:30]=[C:18]([F:17])[CH:19]=5)=[O:32])[CH2:7]2)[CH2:2][CH2:3][CH2:4][CH2:5]1. The yield is 0.666. (4) The reactants are C1(P(C2C=CC=CC=2)C2C=CC=CC=2)C=CC=CC=1.BrN1C(=O)CCC1=O.[CH:28]1([CH2:33][C@H:34]([C:38]2[CH:43]=[CH:42][C:41]([Cl:44])=[C:40]([Cl:45])[CH:39]=2)[C:35]([OH:37])=O)[CH2:32][CH2:31][CH2:30][CH2:29]1.[NH2:46][C:47]1[CH:52]=[CH:51][C:50]([Br:53])=[CH:49][N:48]=1.N1C=CC=CC=1. The catalyst is C(Cl)Cl.O. The product is [Br:53][C:50]1[CH:51]=[CH:52][C:47]([NH:46][C:35](=[O:37])[C@@H:34]([C:38]2[CH:43]=[CH:42][C:41]([Cl:44])=[C:40]([Cl:45])[CH:39]=2)[CH2:33][CH:28]2[CH2:29][CH2:30][CH2:31][CH2:32]2)=[N:48][CH:49]=1. The yield is 0.970.